Dataset: Full USPTO retrosynthesis dataset with 1.9M reactions from patents (1976-2016). Task: Predict the reactants needed to synthesize the given product. (1) The reactants are: [OH:1][C@H:2]1[C@H:11]([NH:12][C:13](=[O:19])[O:14][C:15]([CH3:18])([CH3:17])[CH3:16])[CH2:10][C:9]2[N:8]=[CH:7][C:6]([N+:20]([O-])=O)=[CH:5][C:4]=2[CH2:3]1. Given the product [NH2:20][C:6]1[CH:7]=[N:8][C:9]2[CH2:10][C@@H:11]([NH:12][C:13](=[O:19])[O:14][C:15]([CH3:17])([CH3:16])[CH3:18])[C@H:2]([OH:1])[CH2:3][C:4]=2[CH:5]=1, predict the reactants needed to synthesize it. (2) Given the product [CH2:1]([C:4]1[C:13]([O:14][CH3:26])=[C:12]([O:15][CH3:16])[CH:11]=[C:10]2[C:5]=1[C:6]([NH:17][C:18]1[CH:23]=[CH:22][C:21]([F:24])=[C:20]([Cl:25])[CH:19]=1)=[N:7][CH:8]=[N:9]2)[CH:2]=[CH2:3], predict the reactants needed to synthesize it. The reactants are: [CH2:1]([C:4]1[C:13]([OH:14])=[C:12]([O:15][CH3:16])[CH:11]=[C:10]2[C:5]=1[C:6]([NH:17][C:18]1[CH:23]=[CH:22][C:21]([F:24])=[C:20]([Cl:25])[CH:19]=1)=[N:7][CH:8]=[N:9]2)[CH:2]=[CH2:3].[C:26]([O-])([O-])=O.[K+].[K+].CI. (3) Given the product [CH2:20]([N:13]1[C:14]2[CH:19]=[CH:18][CH:17]=[CH:16][C:15]=2[N:11]([C@@H:4]([C:5]2[CH:10]=[CH:9][CH:8]=[CH:7][CH:6]=2)[CH2:3][CH2:2][NH:26][CH3:25])[C:12]1=[O:22])[CH3:21], predict the reactants needed to synthesize it. The reactants are: Cl[CH2:2][CH2:3][C@@H:4]([N:11]1[C:15]2[CH:16]=[CH:17][CH:18]=[CH:19][C:14]=2[N:13]([CH2:20][CH3:21])[C:12]1=[O:22])[C:5]1[CH:10]=[CH:9][CH:8]=[CH:7][CH:6]=1.[I-].[K+].[CH3:25][NH2:26]. (4) Given the product [F:1][C:2]1[CH:44]=[CH:43][C:5]([CH:6]([OH:7])[C:8]2[CH:17]=[CH:16][CH:15]=[C:14]3[C:9]=2[CH:10]=[CH:11][CH:12]=[C:13]3[C:18]2[C:30]3[C:29]4[C:24](=[CH:25][C:26]([C:31]([N:33]5[CH2:34][CH2:35][N:36]([CH3:39])[CH2:37][CH2:38]5)=[O:32])=[CH:27][CH:28]=4)[NH:23][C:22]=3[C:21]([C:40]([NH2:42])=[O:41])=[CH:20][CH:19]=2)=[CH:4][CH:3]=1, predict the reactants needed to synthesize it. The reactants are: [F:1][C:2]1[CH:44]=[CH:43][C:5]([C:6]([C:8]2[CH:17]=[CH:16][CH:15]=[C:14]3[C:9]=2[CH:10]=[CH:11][CH:12]=[C:13]3[C:18]2[C:30]3[C:29]4[C:24](=[CH:25][C:26]([C:31]([N:33]5[CH2:38][CH2:37][N:36]([CH3:39])[CH2:35][CH2:34]5)=[O:32])=[CH:27][CH:28]=4)[NH:23][C:22]=3[C:21]([C:40]([NH2:42])=[O:41])=[CH:20][CH:19]=2)=[O:7])=[CH:4][CH:3]=1.[BH4-].[Na+].